Dataset: Reaction yield outcomes from USPTO patents with 853,638 reactions. Task: Predict the reaction yield, written as a fraction of the theoretical maximum amount of product (1.0 means a 100% yield; for example, 0.34 means a 34% yield). (1) The reactants are Br[C:2]1[C:7]([N:8](COC)[S:9]([C:12]2[CH:17]=[CH:16][C:15]([Cl:18])=[C:14]([C:19]([F:22])([F:21])[F:20])[CH:13]=2)(=[O:11])=[O:10])=[CH:6][C:5]([Cl:26])=[CH:4][N:3]=1.[C:27](=[O:29])=[O:28].CC#N.C([Mg]Cl)(C)C.[Cl:38][C:39]1[C:50](C(N(OC)C)=O)=[CH:49][CH:48]=[CH:47][C:40]=1[C:41](N(OC)C)=[O:42].[NH4+].[Cl-].Cl.O1CCOCC1. The catalyst is O.CCOC(C)=O.C1COCC1. The product is [Cl:38][C:39]1[C:40]([C:41]([C:2]2[C:7]([NH:8][S:9]([C:12]3[CH:17]=[CH:16][C:15]([Cl:18])=[C:14]([C:19]([F:20])([F:22])[F:21])[CH:13]=3)(=[O:10])=[O:11])=[CH:6][C:5]([Cl:26])=[CH:4][N:3]=2)=[O:42])=[CH:47][CH:48]=[CH:49][C:50]=1[C:27]([OH:29])=[O:28]. The yield is 0.120. (2) The reactants are [CH2:1]([O:3][C:4]([C:6]1[NH:10][C:9]2[CH:11]=[C:12]([Br:14])[S:13][C:8]=2[C:7]=1[I:15])=[O:5])[CH3:2].[H-].[Na+].Br[CH2:19][CH2:20][CH2:21][C:22]1[CH:27]=[CH:26][CH:25]=[CH:24][CH:23]=1.O. The catalyst is CN(C=O)C. The product is [CH2:1]([O:3][C:4]([C:6]1[N:10]([CH2:19][CH2:20][CH2:21][C:22]2[CH:27]=[CH:26][CH:25]=[CH:24][CH:23]=2)[C:9]2[CH:11]=[C:12]([Br:14])[S:13][C:8]=2[C:7]=1[I:15])=[O:5])[CH3:2]. The yield is 0.280. (3) The reactants are [CH2:1]([C:3]1[C:11]2[C:6](=[N:7][CH:8]=[C:9]3[CH:14]=[N:13][NH:12][C:10]3=2)[NH:5][CH:4]=1)[CH3:2].[H-].[Na+].[S:17](Cl)([C:20]1[CH:26]=[CH:25][C:23]([CH3:24])=[CH:22][CH:21]=1)(=[O:19])=[O:18].[CH3:28]N(C=O)C. No catalyst specified. The product is [CH2:1]([C:3]1[C:11]2[C:6](=[N:7][CH:8]=[C:9]3[CH:14]=[N:13][N:12]([CH3:28])[C:10]3=2)[N:5]([S:17]([C:20]2[CH:26]=[CH:25][C:23]([CH3:24])=[CH:22][CH:21]=2)(=[O:19])=[O:18])[CH:4]=1)[CH3:2]. The yield is 0.780. (4) The reactants are [CH2:1]1[CH2:6][C@H:5]([C:7]([OH:9])=[O:8])[CH2:4][CH2:3][C@H:2]1[CH2:10][NH2:11].[CH3:12][CH:13]([CH3:32])[C:14]([O:16][CH:17]([O:21][C:22](ON1C(=O)CCC1=O)=[O:23])[CH2:18][CH2:19][CH3:20])=[O:15]. The catalyst is CC(OC)(C)C.CC(C)=O.O. The product is [CH3:32][CH:13]([CH3:12])[C:14]([O:16][CH:17]([O:21][C:22]([NH:11][CH2:10][C@H:2]1[CH2:3][CH2:4][C@H:5]([C:7]([OH:9])=[O:8])[CH2:6][CH2:1]1)=[O:23])[CH2:18][CH2:19][CH3:20])=[O:15]. The yield is 0.130. (5) The reactants are [Cl:1][C:2]1[C:7]([F:8])=[CH:6][CH:5]=[C:4]([Cl:9])[C:3]=1[CH:10]([O:12][C:13]1[C:14]([NH2:19])=[N:15][CH:16]=[CH:17][CH:18]=1)[CH3:11].[I:20]N1C(=O)CCC1=O. The catalyst is C(#N)C.C(O)(=O)C. The product is [I:20][C:17]1[CH:18]=[C:13]([O:12][CH:10]([C:3]2[C:4]([Cl:9])=[CH:5][CH:6]=[C:7]([F:8])[C:2]=2[Cl:1])[CH3:11])[C:14]([NH2:19])=[N:15][CH:16]=1. The yield is 0.500.